This data is from Forward reaction prediction with 1.9M reactions from USPTO patents (1976-2016). The task is: Predict the product of the given reaction. (1) Given the reactants Cl[C:2]1[CH:7]=[N:6][CH:5]=[C:4]([O:8][CH2:9][C:10]2[CH:15]=[CH:14][CH:13]=[C:12]([N:16]([CH3:18])[CH3:17])[CH:11]=2)[N:3]=1.CN(C)C1C=C(C=CC=1)CO.[NH:30]1[CH2:35][CH2:34][NH:33][CH2:32][CH2:31]1.C([O-])([O-])=O.[K+].[K+], predict the reaction product. The product is: [CH3:17][N:16]([CH3:18])[C:12]1[CH:11]=[C:10]([CH:15]=[CH:14][CH:13]=1)[CH2:9][O:8][C:4]1[CH:5]=[N:6][CH:7]=[C:2]([N:30]2[CH2:35][CH2:34][NH:33][CH2:32][CH2:31]2)[N:3]=1. (2) Given the reactants [Na].[Cl:2][C:3]1[CH:8]=[CH:7][CH:6]=[CH:5][C:4]=1[N:9]1[C:13](=[O:14])/[C:12](=[C:15](/[NH:17][CH2:18][C:19]2[CH:24]=[CH:23][CH:22]=[CH:21][N:20]=2)\[CH3:16])/[C:11]([CH2:25][C:26]([O:28]C)=O)=[N:10]1.Cl, predict the reaction product. The product is: [Cl:2][C:3]1[CH:8]=[CH:7][CH:6]=[CH:5][C:4]=1[N:9]1[C:13](=[O:14])[C:12]2=[C:15]([CH3:16])[N:17]([CH2:18][C:19]3[CH:24]=[CH:23][CH:22]=[CH:21][N:20]=3)[C:26](=[O:28])[CH:25]=[C:11]2[NH:10]1. (3) The product is: [NH2:9][CH:7]([CH3:8])[CH2:6][C:5]([N:4]([CH:1]([CH3:3])[CH3:2])[C:11]1[CH:16]=[CH:15][C:14]([NH:17][C:18]2[CH:23]=[CH:22][CH:21]=[CH:20][CH:19]=2)=[CH:13][CH:12]=1)=[O:10]. Given the reactants [CH:1]([N:4]([C:11]1[CH:16]=[CH:15][C:14]([NH:17][C:18]2[CH:23]=[CH:22][CH:21]=[CH:20][CH:19]=2)=[CH:13][CH:12]=1)[C:5](=[O:10])/[CH:6]=[C:7](\[NH2:9])/[CH3:8])([CH3:3])[CH3:2].N.[H][H], predict the reaction product.